From a dataset of Reaction yield outcomes from USPTO patents with 853,638 reactions. Predict the reaction yield, written as a fraction of the theoretical maximum amount of product (1.0 means a 100% yield; for example, 0.34 means a 34% yield). (1) The reactants are [CH2:1]([O:8][C:9]([NH:11][C:12]1[CH:27]=[CH:26][C:15]([O:16][C:17]2[CH:22]=[CH:21][N:20]=[C:19](C(O)=O)[CH:18]=2)=[CH:14][C:13]=1[F:28])=[O:10])[C:2]1[CH:7]=[CH:6][CH:5]=[CH:4][CH:3]=1.C([N:31]([CH2:34]C)CC)C.C1(P(N=[N+]=[N-])(C2C=CC=CC=2)=[O:43])C=CC=CC=1.C(OCC)(=O)C.[C:59]([OH:63])([CH3:62])([CH3:61])[CH3:60]. No catalyst specified. The product is [CH2:1]([O:8][C:9]([NH:11][C:12]1[CH:27]=[CH:26][C:15]([O:16][C:17]2[CH:22]=[CH:21][N:20]=[C:19]([NH:31][C:34](=[O:43])[O:63][C:59]([CH3:62])([CH3:61])[CH3:60])[CH:18]=2)=[CH:14][C:13]=1[F:28])=[O:10])[C:2]1[CH:3]=[CH:4][CH:5]=[CH:6][CH:7]=1. The yield is 0.655. (2) The reactants are Cl[CH2:2][C:3]([N:5]1[CH2:10][CH2:9][O:8][C:7]2[CH:11]=[C:12]([N+:15]([O-:17])=[O:16])[CH:13]=[CH:14][C:6]1=2)=[O:4].C([O-])([O-])=O.[K+].[K+].Cl.[CH2:25]([NH2:27])[CH3:26]. The catalyst is C(#N)C. The product is [CH2:25]([NH:27][CH2:2][C:3]([N:5]1[CH2:10][CH2:9][O:8][C:7]2[CH:11]=[C:12]([N+:15]([O-:17])=[O:16])[CH:13]=[CH:14][C:6]1=2)=[O:4])[CH3:26]. The yield is 0.760. (3) The reactants are [CH3:1][C:2]1[N:29]=[C:5]2[NH:6][C:7](=[O:28])[C:8]([CH2:13][C:14]3[CH:19]=[CH:18][C:17]([C:20]4[C:21]([C:26]#[N:27])=[CH:22][CH:23]=[CH:24][CH:25]=4)=[CH:16][CH:15]=3)=[C:9]([CH2:10][CH2:11][CH3:12])[N:4]2[N:3]=1.[CH2:30]([C:32]1[N:37]=[CH:36][C:35]([CH2:38]O)=[CH:34][CH:33]=1)[CH3:31].C(P(CCCC)CCCC)CCC.N(C(N1CCCCC1)=O)=NC(N1CCCCC1)=O. The catalyst is C1COCC1.C(OCC)(=O)C. The product is [CH2:30]([C:32]1[N:37]=[CH:36][C:35]([CH2:38][N:6]2[C:7](=[O:28])[C:8]([CH2:13][C:14]3[CH:19]=[CH:18][C:17]([C:20]4[C:21]([C:26]#[N:27])=[CH:22][CH:23]=[CH:24][CH:25]=4)=[CH:16][CH:15]=3)=[C:9]([CH2:10][CH2:11][CH3:12])[N:4]3[N:3]=[C:2]([CH3:1])[N:29]=[C:5]23)=[CH:34][CH:33]=1)[CH3:31]. The yield is 0.490. (4) The reactants are [NH2:1][CH2:2][C@H:3]1[CH2:8][CH2:7][C@H:6]([N:9]2[C:13]3=[C:14]4[S:20][CH:19]=[CH:18][C:15]4=[N:16][CH:17]=[C:12]3[N:11]=[C:10]2[CH2:21][C:22]#[N:23])[CH2:5][CH2:4]1.C(N(CC)CC)C.[C:31](Cl)(=[O:34])[CH2:32][CH3:33]. The catalyst is C(Cl)Cl. The product is [C:22]([CH2:21][C:10]1[N:9]([C@H:6]2[CH2:7][CH2:8][C@H:3]([CH2:2][NH:1][C:31](=[O:34])[CH2:32][CH3:33])[CH2:4][CH2:5]2)[C:13]2=[C:14]3[S:20][CH:19]=[CH:18][C:15]3=[N:16][CH:17]=[C:12]2[N:11]=1)#[N:23]. The yield is 0.0990. (5) The reactants are Cl[C:2]([O:4][CH2:5][Cl:6])=[O:3].[C:7]([O:11][C:12]([NH:14][C@H:15]([C:19]([O:21][CH2:22][CH:23]([CH2:25][O:26][C:27](=[O:40])[C@H:28]([CH:37]([CH3:39])[CH3:38])[NH:29][C:30]([O:32][C:33]([CH3:36])([CH3:35])[CH3:34])=[O:31])[OH:24])=[O:20])[CH:16]([CH3:18])[CH3:17])=[O:13])([CH3:10])([CH3:9])[CH3:8].N1C=CC=CC=1. The catalyst is C(Cl)Cl. The product is [Cl:6][CH2:5][O:4][C:2]([O:24][CH:23]([CH2:25][O:26][C:27](=[O:40])[C@H:28]([CH:37]([CH3:39])[CH3:38])[NH:29][C:30]([O:32][C:33]([CH3:36])([CH3:35])[CH3:34])=[O:31])[CH2:22][O:21][C:19](=[O:20])[C@H:15]([CH:16]([CH3:18])[CH3:17])[NH:14][C:12]([O:11][C:7]([CH3:8])([CH3:10])[CH3:9])=[O:13])=[O:3]. The yield is 0.930. (6) The reactants are CS(Cl)(=O)=O.O[CH2:7][CH2:8][N:9]([C:23]([C:25]1[NH:29][C:28]([CH3:30])=[N:27][CH:26]=1)=[O:24])[CH:10]1[CH2:15][CH2:14][N:13]([C:16]([O:18][C:19]([CH3:22])([CH3:21])[CH3:20])=[O:17])[CH2:12][CH2:11]1.C(N(CC)CC)C.C(Cl)(Cl)Cl. The catalyst is C1COCC1.O. The product is [CH3:30][C:28]1[N:29]2[CH2:7][CH2:8][N:9]([CH:10]3[CH2:11][CH2:12][N:13]([C:16]([O:18][C:19]([CH3:22])([CH3:20])[CH3:21])=[O:17])[CH2:14][CH2:15]3)[C:23](=[O:24])[C:25]2=[CH:26][N:27]=1. The yield is 0.440. (7) The reactants are [OH:1][C:2]1[CH:10]=[C:9]([OH:11])[CH:8]=[C:7]([OH:12])[C:3]=1[C:4]([OH:6])=[O:5].ClCCl.[C:16](Cl)(=[O:20])[C:17]([CH3:19])=[O:18].Cl. The catalyst is N1C=CC=CC=1. The product is [O:18]=[C:17]([CH3:19])[C:16]([O:1][C:2]1[CH:10]=[C:9]([O:11][C:16](=[O:20])[C:17](=[O:18])[CH3:19])[CH:8]=[C:7]([O:12][C:16](=[O:20])[C:17](=[O:18])[CH3:19])[C:3]=1[C:4]([OH:6])=[O:5])=[O:20]. The yield is 0.576. (8) The reactants are [CH2:1]([S:3][CH2:4][CH2:5][N:6]1[C:14](=[O:15])[C:13]2[C:8](=[CH:9][CH:10]=[C:11]([O:16][CH2:17][C:18]3[CH:23]=[CH:22][C:21]([F:24])=[CH:20][CH:19]=3)[CH:12]=2)[C:7]1=[O:25])[CH3:2].C1(C2[O:34]N2S(C2C=CC=CC=2)(=O)=O)C=CC=CC=1. The catalyst is C(Cl)Cl. The product is [CH2:1]([S:3]([CH2:4][CH2:5][N:6]1[C:14](=[O:15])[C:13]2[C:8](=[CH:9][CH:10]=[C:11]([O:16][CH2:17][C:18]3[CH:19]=[CH:20][C:21]([F:24])=[CH:22][CH:23]=3)[CH:12]=2)[C:7]1=[O:25])=[O:34])[CH3:2]. The yield is 0.340. (9) The reactants are [Cl:1][C:2]1[CH:3]=[C:4]2[C:9](=[CH:10][C:11]=1[OH:12])[O:8][CH:7]=[C:6]([C:13]1[CH:18]=[CH:17][C:16]([OH:19])=[CH:15][CH:14]=1)[C:5]2=[O:20].[C:21](OC(=O)C)(=[O:23])[CH3:22].[CH3:28][C:29](CC(O)=O)=[O:30]. The catalyst is N1C=CC=CC=1. The product is [Cl:1][C:2]1[CH:3]=[C:4]2[C:9](=[CH:10][C:11]=1[O:12][C:21](=[O:23])[CH3:22])[O:8][CH:7]=[C:6]([C:13]1[CH:18]=[CH:17][C:16]([O:19][C:29](=[O:30])[CH3:28])=[CH:15][CH:14]=1)[C:5]2=[O:20]. The yield is 0.750.